Dataset: Catalyst prediction with 721,799 reactions and 888 catalyst types from USPTO. Task: Predict which catalyst facilitates the given reaction. (1) Reactant: [N+:1]([C:4]1[C:12]2[C:7](=[CH:8][CH:9]=[CH:10][CH:11]=2)[N:6]([CH2:13][C:14]([O:16][CH2:17][CH3:18])=[O:15])[CH:5]=1)([O-])=O.[C:19](O[C:19]([O:21][C:22]([CH3:25])([CH3:24])[CH3:23])=[O:20])([O:21][C:22]([CH3:25])([CH3:24])[CH3:23])=[O:20]. Product: [C:22]([O:21][C:19]([NH:1][C:4]1[C:12]2[C:7](=[CH:8][CH:9]=[CH:10][CH:11]=2)[N:6]([CH2:13][C:14]([O:16][CH2:17][CH3:18])=[O:15])[CH:5]=1)=[O:20])([CH3:25])([CH3:24])[CH3:23]. The catalyst class is: 19. (2) Reactant: [Br:1][C:2]1[C:3]([CH3:9])=[N:4][C:5](Cl)=[N:6][CH:7]=1.[CH3:10][S:11]([C@H:14]1[CH2:18][CH2:17][NH:16][CH2:15]1)(=[O:13])=[O:12].CCN(CC)CC. Product: [Br:1][C:2]1[C:3]([CH3:9])=[N:4][C:5]([N:16]2[CH2:17][CH2:18][C@H:14]([S:11]([CH3:10])(=[O:13])=[O:12])[CH2:15]2)=[N:6][CH:7]=1. The catalyst class is: 14. (3) Reactant: C[O-].[Na+].C[C:5]1[CH:10]=[CH:9][C:8]([C:11]([C:13]2[CH:18]=[CH:17][C:16](OC)=[CH:15][C:14]=2O)=[O:12])=[CH:7][CH:6]=1.Cl[CH2:23][C:24]([O:26][CH3:27])=[O:25].O. Product: [C:13]1([C:11]2([C:8]3[CH:7]=[CH:6][CH:5]=[CH:10][CH:9]=3)[O:12][CH:23]2[C:24]([O:26][CH3:27])=[O:25])[CH:14]=[CH:15][CH:16]=[CH:17][CH:18]=1. The catalyst class is: 7. (4) Reactant: Cl[C:2]1[N:7]=[CH:6][C:5]([O:8][C:9]2[CH:14]=[CH:13][C:12]([S:15]([NH:18][C:19]3[S:20][CH:21]=[CH:22][N:23]=3)(=[O:17])=[O:16])=[CH:11][C:10]=2[C:24]#[N:25])=[C:4]([C:26]2[CH:31]=[CH:30][N:29]=[CH:28][CH:27]=2)[CH:3]=1.[F:32][C:33]1[C:38](B(O)O)=[CH:37][CH:36]=[C:35]([F:42])[N:34]=1.C([O-])([O-])=O.[Na+].[Na+].O. Product: [C:24]([C:10]1[CH:11]=[C:12]([S:15]([NH:18][C:19]2[S:20][CH:21]=[CH:22][N:23]=2)(=[O:17])=[O:16])[CH:13]=[CH:14][C:9]=1[O:8][C:5]1[C:4]([C:26]2[CH:31]=[CH:30][N:29]=[CH:28][CH:27]=2)=[CH:3][C:2]([C:38]2[C:33]([F:32])=[N:34][C:35]([F:42])=[CH:36][CH:37]=2)=[N:7][CH:6]=1)#[N:25]. The catalyst class is: 427.